From a dataset of Full USPTO retrosynthesis dataset with 1.9M reactions from patents (1976-2016). Predict the reactants needed to synthesize the given product. (1) Given the product [CH:12]([NH:15][C:2]1[CH:7]=[CH:6][C:5]([C:8]([F:11])([F:10])[F:9])=[CH:4][N:3]=1)([CH3:14])[CH3:13], predict the reactants needed to synthesize it. The reactants are: Br[C:2]1[CH:7]=[CH:6][C:5]([C:8]([F:11])([F:10])[F:9])=[CH:4][N:3]=1.[CH:12]([NH2:15])([CH3:14])[CH3:13]. (2) Given the product [Cl:21][C:22]1[CH:23]=[C:24]([NH:25][C:2]2[N:3]=[CH:4][C:5]([C:13]([N:15]3[CH2:20][CH2:19][O:18][CH2:17][CH2:16]3)=[O:14])=[C:6]3[C:10]([CH3:11])=[CH:9][N:8]([CH3:12])[C:7]=23)[CH:26]=[CH:27][CH:28]=1, predict the reactants needed to synthesize it. The reactants are: Cl[C:2]1[N:3]=[CH:4][C:5]([C:13]([N:15]2[CH2:20][CH2:19][O:18][CH2:17][CH2:16]2)=[O:14])=[C:6]2[C:10]([CH3:11])=[CH:9][N:8]([CH3:12])[C:7]=12.[Cl:21][C:22]1[CH:23]=[C:24]([CH:26]=[CH:27][CH:28]=1)[NH2:25]. (3) Given the product [F:54][C:55]1[CH:60]=[CH:59][CH:58]=[CH:57][C:56]=1[NH:61][C:62]([NH:51][C:50]1[CH:49]=[CH:48][C:47]([C:44]2[S:43][C:42]([CH:39]3[CH2:40][CH2:41][N:36]([S:33]([CH3:32])(=[O:35])=[O:34])[CH2:37][CH2:38]3)=[N:46][CH:45]=2)=[CH:53][CH:52]=1)=[O:63], predict the reactants needed to synthesize it. The reactants are: FC(F)(F)C1C=C(NC(=O)NC2C=CC(C3SC(CCC(OC)=O)=NC=3)=CC=2)C=CC=1.[CH3:32][S:33]([N:36]1[CH2:41][CH2:40][CH:39]([C:42]2[S:43][C:44]([C:47]3[CH:53]=[CH:52][C:50]([NH2:51])=[CH:49][CH:48]=3)=[CH:45][N:46]=2)[CH2:38][CH2:37]1)(=[O:35])=[O:34].[F:54][C:55]1[CH:60]=[CH:59][CH:58]=[CH:57][C:56]=1[N:61]=[C:62]=[O:63]. (4) Given the product [F:18][C:17]([F:20])([F:19])[C:14]1[CH:15]=[CH:16][C:11]([N:1]2[CH:5]=[CH:4][C:3]([CH:6]=[O:7])=[CH:2]2)=[N:12][CH:13]=1, predict the reactants needed to synthesize it. The reactants are: [NH:1]1[CH:5]=[CH:4][C:3]([CH:6]=[O:7])=[CH:2]1.[H-].[Na+].Cl[C:11]1[CH:16]=[CH:15][C:14]([C:17]([F:20])([F:19])[F:18])=[CH:13][N:12]=1. (5) Given the product [CH3:21][O:20][C:5]1[C:6]2[N:7]=[C:8]([NH:11][C:12]([C:14]3[S:15][C:16]([CH3:19])=[CH:17][CH:18]=3)=[O:13])[S:9][C:10]=2[C:2]([C:25]2[CH:26]=[CH:27][N:22]=[CH:23][CH:24]=2)=[CH:3][CH:4]=1, predict the reactants needed to synthesize it. The reactants are: Br[C:2]1[C:10]2[S:9][C:8]([NH:11][C:12]([C:14]3[S:15][C:16]([CH3:19])=[CH:17][CH:18]=3)=[O:13])=[N:7][C:6]=2[C:5]([O:20][CH3:21])=[CH:4][CH:3]=1.[N:22]1[CH:27]=[CH:26][C:25](B(O)O)=[CH:24][CH:23]=1. (6) Given the product [NH2:1][C:2]1[N:10]=[CH:9][N:8]=[C:7]2[C:3]=1[N:4]=[CH:5][N:6]2[C@H:11]1[C@@H:15]2[O:16][C:17]([CH3:19])([CH3:20])[O:18][C@@H:14]2[C@@H:13]([CH2:21][N:22]([CH:38]([CH3:40])[CH3:39])[CH2:23][CH2:24][CH2:25][CH2:26][NH2:27])[O:12]1, predict the reactants needed to synthesize it. The reactants are: [NH2:1][C:2]1[N:10]=[CH:9][N:8]=[C:7]2[C:3]=1[N:4]=[CH:5][N:6]2[C@H:11]1[C@@H:15]2[O:16][C:17]([CH3:20])([CH3:19])[O:18][C@@H:14]2[C@@H:13]([CH2:21][N:22]([CH:38]([CH3:40])[CH3:39])[CH2:23][CH2:24][CH2:25][CH2:26][NH:27]C(=O)OCC2C=CC=CC=2)[O:12]1. (7) Given the product [CH3:35][O:34][C:31]1[CH:30]=[CH:29][C:28]([CH:26]([C:23]2[CH:24]=[CH:25][C:20]([O:19][CH3:18])=[CH:21][CH:22]=2)[N:10]2[C:9]([CH2:16][CH3:17])=[N:8][C:7]3[C:11]2=[N:12][C:13]([Cl:15])=[N:14][C:6]=3[NH:5][C:1]([CH3:4])([CH3:3])[CH3:2])=[CH:33][CH:32]=1, predict the reactants needed to synthesize it. The reactants are: [C:1]([NH:5][C:6]1[N:14]=[C:13]([Cl:15])[N:12]=[C:11]2[C:7]=1[N:8]=[C:9]([CH2:16][CH3:17])[NH:10]2)([CH3:4])([CH3:3])[CH3:2].[CH3:18][O:19][C:20]1[CH:25]=[CH:24][C:23]([CH:26]([C:28]2[CH:33]=[CH:32][C:31]([O:34][CH3:35])=[CH:30][CH:29]=2)O)=[CH:22][CH:21]=1.S(=O)(=O)(O)O.C(=O)(O)[O-].[Na+]. (8) Given the product [C:1]([O:5][C:6]([N:8]1[CH2:14][CH:13]2[CH:9]1[CH2:10][N:11]([C:25](=[O:26])[NH:24][CH2:23][C:17]1[CH:18]=[CH:19][C:20]([Cl:22])=[CH:21][C:16]=1[Cl:15])[CH2:12]2)=[O:7])([CH3:4])([CH3:2])[CH3:3], predict the reactants needed to synthesize it. The reactants are: [C:1]([O:5][C:6]([N:8]1[CH2:14][CH:13]2[CH:9]1[CH2:10][NH:11][CH2:12]2)=[O:7])([CH3:4])([CH3:3])[CH3:2].[Cl:15][C:16]1[CH:21]=[C:20]([Cl:22])[CH:19]=[CH:18][C:17]=1[CH2:23][N:24]=[C:25]=[O:26]. (9) The reactants are: [N:1]1[CH2:2][CH2:3][CH2:4][C:5]=1[C:6]1[C:7]([O:13][CH3:14])=[N:8][CH:9]=[C:10]([F:12])[CH:11]=1.[BH4-].[Na+]. Given the product [F:12][C:10]1[CH:11]=[C:6]([CH:5]2[CH2:4][CH2:3][CH2:2][NH:1]2)[C:7]([O:13][CH3:14])=[N:8][CH:9]=1, predict the reactants needed to synthesize it. (10) Given the product [CH2:12]([C:13]1[CH:26]=[CH:25][C:16]([CH2:17][O:18][C:19]2[CH:24]=[CH:23][CH:22]=[CH:21][N:20]=2)=[CH:15][CH:14]=1)[C:5]#[CH:6], predict the reactants needed to synthesize it. The reactants are: C[Si]([C:5]#[CH:6])(C)C.C([Mg]Br)C.Cl[CH2:12][C:13]1[CH:26]=[CH:25][C:16]([CH2:17][O:18][C:19]2[CH:24]=[CH:23][CH:22]=[CH:21][N:20]=2)=[CH:15][CH:14]=1.C(=O)([O-])[O-].[K+].[K+].